This data is from Forward reaction prediction with 1.9M reactions from USPTO patents (1976-2016). The task is: Predict the product of the given reaction. (1) Given the reactants [C:1]1([C:7](=O)[CH2:8][C:9]2[CH:14]=[CH:13][CH:12]=[CH:11][CH:10]=2)[CH:6]=[CH:5][CH:4]=[CH:3][CH:2]=1.[CH:16]([C:18]1[CH:19]=[C:20]([CH:24]=[CH:25][CH:26]=1)[C:21]([OH:23])=[O:22])=O.[NH2:27][C:28]([NH2:30])=[O:29].Cl, predict the reaction product. The product is: [O:29]=[C:28]1[NH:30][CH:16]([C:18]2[CH:19]=[C:20]([CH:24]=[CH:25][CH:26]=2)[C:21]([OH:23])=[O:22])[C:8]([C:9]2[CH:14]=[CH:13][CH:12]=[CH:11][CH:10]=2)=[C:7]([C:1]2[CH:6]=[CH:5][CH:4]=[CH:3][CH:2]=2)[NH:27]1. (2) Given the reactants Br[C:2]1[CH:3]=[C:4]([N:8]2[C:16]3[C:11](=[CH:12][C:13]([C:17]4[CH:18]=[N:19][N:20]([CH2:22][CH2:23][OH:24])[CH:21]=4)=[CH:14][CH:15]=3)[C:10]([C:25]([O:27][CH3:28])=[O:26])=[N:9]2)[CH:5]=[CH:6][CH:7]=1.[C:29]([C@:31]1([OH:38])[CH2:35][CH2:34][N:33]([CH3:36])[C:32]1=[O:37])#[CH:30], predict the reaction product. The product is: [OH:38][C@@:31]1([C:29]#[C:30][C:2]2[CH:3]=[C:4]([N:8]3[C:16]4[C:11](=[CH:12][C:13]([C:17]5[CH:18]=[N:19][N:20]([CH2:22][CH2:23][OH:24])[CH:21]=5)=[CH:14][CH:15]=4)[C:10]([C:25]([O:27][CH3:28])=[O:26])=[N:9]3)[CH:5]=[CH:6][CH:7]=2)[CH2:35][CH2:34][N:33]([CH3:36])[C:32]1=[O:37]. (3) Given the reactants [CH2:1]([NH:8][C:9](=[O:16])[NH:10][O:11][CH2:12][C:13]([OH:15])=O)[C:2]1[CH:7]=[CH:6][CH:5]=[CH:4][CH:3]=1.[NH2:17][C@@H:18]([CH2:42][C:43]1[CH:48]=[CH:47][C:46]([O:49][C:50]([CH3:53])([CH3:52])[CH3:51])=[CH:45][CH:44]=1)[C:19]([N:21]([C@@H:33]([CH3:41])[CH:34]([O:38][CH2:39][CH3:40])[O:35][CH2:36][CH3:37])[CH2:22][C:23]1[CH:24]=[CH:25][CH:26]=[C:27]2[C:32]=1[N:31]=[CH:30][CH:29]=[CH:28]2)=[O:20], predict the reaction product. The product is: [CH2:1]([NH:8][C:9]([NH:10][O:11][CH2:12][C:13]([NH:17][C@@H:18]([CH2:42][C:43]1[CH:48]=[CH:47][C:46]([O:49][C:50]([CH3:53])([CH3:52])[CH3:51])=[CH:45][CH:44]=1)[C:19]([N:21]([C@@H:33]([CH3:41])[CH:34]([O:35][CH2:36][CH3:37])[O:38][CH2:39][CH3:40])[CH2:22][C:23]1[CH:24]=[CH:25][CH:26]=[C:27]2[C:32]=1[N:31]=[CH:30][CH:29]=[CH:28]2)=[O:20])=[O:15])=[O:16])[C:2]1[CH:3]=[CH:4][CH:5]=[CH:6][CH:7]=1.